This data is from Full USPTO retrosynthesis dataset with 1.9M reactions from patents (1976-2016). The task is: Predict the reactants needed to synthesize the given product. (1) Given the product [CH2:10]([O:17][C:18]1[CH:27]=[CH:26][C:25]2[C:20](=[C:21]([C:26]3[CH2:25][CH2:20][N:19]([C:4]([O:7][C:11]([CH3:16])([CH3:12])[CH3:10])=[O:5])[CH2:18][CH:27]=3)[CH:22]=[CH:23][CH:24]=2)[N:19]=1)[C:11]1[CH:16]=[CH:15][CH:14]=[CH:13][CH:12]=1, predict the reactants needed to synthesize it. The reactants are: B([O-])[O-].[C:4]([O-:7])([O-])=[O:5].[K+].[K+].[CH2:10]([O:17][C:18]1[CH:27]=[CH:26][C:25]2[C:20](=[C:21](Br)[CH:22]=[CH:23][CH:24]=2)[N:19]=1)[C:11]1[CH:16]=[CH:15][CH:14]=[CH:13][CH:12]=1. (2) Given the product [CH3:14][N:1]1[CH2:6][CH2:5][CH2:4][CH:3]([C:7]([O:9][CH2:10][CH3:11])=[O:8])[CH2:2]1, predict the reactants needed to synthesize it. The reactants are: [NH:1]1[CH2:6][CH2:5][CH2:4][CH:3]([C:7]([O:9][CH2:10][CH3:11])=[O:8])[CH2:2]1.C=O.[C:14](O)(=O)C.C([O-])([O-])=O.[K+].[K+]. (3) Given the product [C:39]([C:36]1[CH:37]=[CH:38][C:33](/[C:14](/[C:9]2[CH:8]=[CH:7][C:6]([CH:3]([OH:5])[CH3:4])=[C:11]([O:12][CH3:13])[N:10]=2)=[CH:15]\[C@@H:16]2[N:20]([CH2:21][C:22]3[CH:27]=[CH:26][C:25]([O:28][CH3:29])=[CH:24][C:23]=3[O:30][CH3:31])[C:19](=[O:32])[CH2:18][CH2:17]2)=[CH:34][CH:35]=1)([CH3:40])([CH3:41])[CH3:42], predict the reactants needed to synthesize it. The reactants are: [BH4-].[Na+].[C:3]([C:6]1[CH:7]=[CH:8][C:9](/[C:14](/[C:33]2[CH:38]=[CH:37][C:36]([C:39]([CH3:42])([CH3:41])[CH3:40])=[CH:35][CH:34]=2)=[CH:15]/[C@@H:16]2[N:20]([CH2:21][C:22]3[CH:27]=[CH:26][C:25]([O:28][CH3:29])=[CH:24][C:23]=3[O:30][CH3:31])[C:19](=[O:32])[CH2:18][CH2:17]2)=[N:10][C:11]=1[O:12][CH3:13])(=[O:5])[CH3:4].O. (4) Given the product [Br:10][C:11]1[S:15][N:14]=[CH:13][C:12]=1[N+:6]([O-:9])=[O:7], predict the reactants needed to synthesize it. The reactants are: OS(O)(=O)=O.[N+:6]([O-:9])(O)=[O:7].[Br:10][C:11]1[S:15][N:14]=[CH:13][CH:12]=1. (5) Given the product [CH3:19][CH2:18][CH2:17][CH2:24][CH2:25][CH2:26][CH2:27][CH2:28][CH2:29][CH2:1][CH2:2][CH2:3][O:4][S:69]([O-:71])(=[O:75])=[O:70].[Na+:61], predict the reactants needed to synthesize it. The reactants are: [CH2:1](O)[C:2](N)(CO)[CH2:3][OH:4].Cl.CCC(CO[C:17](C(N(CC[NH+](C)C)C)=O)([C:24]1[CH:29]=[CH:28][CH:27]=[CH:26][CH:25]=1)[C:18]1C=CC=C[CH:19]=1)CC.[Cl-].C(N(CC(O)=O)CC(O)=O)CN(CC(O)=O)CC(O)=O.[F-].[Na+:61].C1C=CC(C[S:69](F)(=[O:71])=[O:70])=CC=1.C1N(C(N[C@H](C(N[C@H](/C=C/S(C2C=CC=CC=2)(=O)=O)CCC2C=CC=CC=2)=O)CC2C=CC(O)=CC=2)=O)CC[O:75]C1. (6) Given the product [CH:2]1[CH:15]=[CH:14][C:13]2[C:12]3[CH:11]=[CH:10][CH:9]=[CH:8][C:7]=3[NH:6][CH2:5][C:4]=2[CH:3]=1.[F:1][C:2]1[CH:3]=[C:4]2[C:13](=[CH:14][CH:15]=1)[C:12]1[CH:11]=[CH:10][CH:9]=[CH:8][C:7]=1[N:6]([S:56]([C:50]1[CH:51]=[CH:52][C:53]([O:54][CH3:55])=[C:48]([F:47])[CH:49]=1)(=[O:57])=[O:58])[CH:5]2[CH3:16], predict the reactants needed to synthesize it. The reactants are: [F:1][C:2]1[CH:15]=[CH:14][C:13]2[C:4](=[C:5]([CH3:16])[N:6]=[C:7]3[C:12]=2[CH:11]=[CH:10][CH:9]=[CH:8]3)[CH:3]=1.[BH4-].[Na+].FC(F)(F)C(O)=O.C1C=CC2C3C=CC=CC=3NCC=2C=1.C(N(CC)CC)C.[F:47][C:48]1[CH:49]=[C:50]([S:56](Cl)(=[O:58])=[O:57])[CH:51]=[CH:52][C:53]=1[O:54][CH3:55]. (7) Given the product [Br:10][C:11]1[CH:16]=[CH:15][C:14]([CH:17]([C:2]2[CH:3]=[CH:4][CH:5]=[CH:6][C:1]=2[CH3:9])[CH2:18][C:19]([C:21]2[CH:26]=[CH:25][N:24]=[N:23][CH:22]=2)=[O:20])=[CH:13][CH:12]=1, predict the reactants needed to synthesize it. The reactants are: [C:1]1([CH3:9])[CH:6]=[CH:5][CH:4]=[CH:3][C:2]=1[Mg]Br.[Br:10][C:11]1[CH:16]=[CH:15][C:14](/[CH:17]=[CH:18]/[C:19]([C:21]2[CH:26]=[CH:25][N:24]=[N:23][CH:22]=2)=[O:20])=[CH:13][CH:12]=1.